Dataset: Reaction yield outcomes from USPTO patents with 853,638 reactions. Task: Predict the reaction yield, written as a fraction of the theoretical maximum amount of product (1.0 means a 100% yield; for example, 0.34 means a 34% yield). (1) The reactants are [OH:1][C:2]1[CH:3]=[C:4]([C:8]23[CH2:15][CH2:14][C:11]([CH2:16][CH2:17][O:18][CH2:19][C:20]([O:22][C:23]([CH3:26])([CH3:25])[CH3:24])=[O:21])([CH2:12][CH2:13]2)[CH2:10][O:9]3)[CH:5]=[CH:6][CH:7]=1.[Si:27]([O:34][C:35]1[CH:36]=[C:37](B(O)O)[CH:38]=[CH:39][CH:40]=1)([C:30]([CH3:33])([CH3:32])[CH3:31])([CH3:29])[CH3:28].CCN(CC)CC.N1C=CC=CC=1.CC1C=CC(S(OCC23CCC(C4SC(C)=NC=4C4C=CC=CC=4)(CC2)OC3)(=O)=O)=CC=1. The catalyst is C(Cl)Cl.CC([O-])=O.CC([O-])=O.[Cu+2]. The product is [Si:27]([O:34][C:35]1[CH:36]=[C:37]([CH:38]=[CH:39][CH:40]=1)[O:1][C:2]1[CH:3]=[C:4]([C:8]23[CH2:13][CH2:12][C:11]([CH2:16][CH2:17][O:18][CH2:19][C:20]([O:22][C:23]([CH3:26])([CH3:25])[CH3:24])=[O:21])([CH2:14][CH2:15]2)[CH2:10][O:9]3)[CH:5]=[CH:6][CH:7]=1)([C:30]([CH3:33])([CH3:32])[CH3:31])([CH3:29])[CH3:28]. The yield is 0.690. (2) The reactants are [CH3:1][C:2]1[CH:7]=[C:6]([CH3:8])[C:5]([N+:9]([O-:11])=[O:10])=[CH:4][N:3]=1.CC1C([N+]([O-])=[O:20])=C(C)C=CN=1.C1(C(OC(C2C=CC=CC=2)=[Se])=[Se])C=CC=CC=1. The catalyst is O1CCOCC1. The product is [CH:1]([C:2]1[CH:7]=[C:6]([CH3:8])[C:5]([N+:9]([O-:11])=[O:10])=[CH:4][N:3]=1)=[O:20]. The yield is 0.660.